This data is from Reaction yield outcomes from USPTO patents with 853,638 reactions. The task is: Predict the reaction yield, written as a fraction of the theoretical maximum amount of product (1.0 means a 100% yield; for example, 0.34 means a 34% yield). (1) The catalyst is ClCCl. The reactants are [C:1]([O:5][C:6](=[O:16])[NH:7][C:8]1[CH:13]=[CH:12][C:11]([CH2:14]O)=[CH:10][CH:9]=1)([CH3:4])([CH3:3])[CH3:2].C1(P(C2C=CC=CC=2)C2C=CC=CC=2)C=CC=CC=1.[Br:36]N1C(=O)CCC1=O. The yield is 0.570. The product is [C:1]([O:5][C:6](=[O:16])[NH:7][C:8]1[CH:13]=[CH:12][C:11]([CH2:14][Br:36])=[CH:10][CH:9]=1)([CH3:4])([CH3:3])[CH3:2]. (2) The reactants are C1C=CC(P(C2C=CC=CC=2)C2C=CC=CC=2)=CC=1.CCN(CC)CC.[CH2:27]([C:30]1[N:31]=[C:32]([C:36]2[CH:41]=[CH:40][CH:39]=[CH:38][CH:37]=2)[O:33][C:34]=1[CH3:35])[CH:28]=[CH2:29].I[C:43]1[CH:58]=[CH:57][C:46]([O:47][C:48]2([C:52]([O:54][CH2:55][CH3:56])=[O:53])[CH2:51][CH2:50][CH2:49]2)=[CH:45][CH:44]=1. The catalyst is C1(C)C=CC=CC=1.CC([O-])=O.CC([O-])=O.[Pd+2]. The product is [CH3:35][C:34]1[O:33][C:32]([C:36]2[CH:41]=[CH:40][CH:39]=[CH:38][CH:37]=2)=[N:31][C:30]=1[CH2:27]/[CH:28]=[CH:29]/[C:43]1[CH:58]=[CH:57][C:46]([O:47][C:48]2([C:52]([O:54][CH2:55][CH3:56])=[O:53])[CH2:51][CH2:50][CH2:49]2)=[CH:45][CH:44]=1. The yield is 0.410. (3) The reactants are Cl[C:2]1[CH:7]=[C:6]([O:8][C:9]2[CH:15]=[CH:14][C:12]([NH2:13])=[CH:11][C:10]=2[F:16])[CH:5]=[CH:4][N:3]=1.[CH3:17][N:18]1[CH:22]=[C:21](B2OC(C)(C)C(C)(C)O2)[CH:20]=[N:19]1.C([O-])([O-])=O.[Na+].[Na+]. No catalyst specified. The product is [F:16][C:10]1[CH:11]=[C:12]([CH:14]=[CH:15][C:9]=1[O:8][C:6]1[CH:5]=[CH:4][N:3]=[C:2]([C:21]2[CH:20]=[N:19][N:18]([CH3:17])[CH:22]=2)[CH:7]=1)[NH2:13]. The yield is 0.340. (4) The reactants are O1CCC[CH2:2]1.[Br:6][C:7]1[CH:8]=[C:9]([CH:16]=[O:17])[C:10]2[O:14][CH2:13][O:12][C:11]=2[CH:15]=1.C[Mg]Br. The catalyst is C(OCCCC)CCC. The product is [Br:6][C:7]1[CH:8]=[C:9]([CH:16]([OH:17])[CH3:2])[C:10]2[O:14][CH2:13][O:12][C:11]=2[CH:15]=1. The yield is 0.654.